This data is from Peptide-MHC class I binding affinity with 185,985 pairs from IEDB/IMGT. The task is: Regression. Given a peptide amino acid sequence and an MHC pseudo amino acid sequence, predict their binding affinity value. This is MHC class I binding data. (1) The peptide sequence is CRTAFKPVL. The MHC is HLA-B15:01 with pseudo-sequence HLA-B15:01. The binding affinity (normalized) is 0.0847. (2) The peptide sequence is CALPFTSAR. The MHC is HLA-A31:01 with pseudo-sequence HLA-A31:01. The binding affinity (normalized) is 0.657. (3) The peptide sequence is KSRENSTLI. The MHC is HLA-A02:01 with pseudo-sequence HLA-A02:01. The binding affinity (normalized) is 0.0847.